From a dataset of Reaction yield outcomes from USPTO patents with 853,638 reactions. Predict the reaction yield, written as a fraction of the theoretical maximum amount of product (1.0 means a 100% yield; for example, 0.34 means a 34% yield). (1) The reactants are Br[C:2]1[N:7]=[CH:6][C:5]2[N:8]=[C:9]([C:14]([N:16]3[CH2:21][CH2:20][N:19]([CH3:22])[CH2:18][CH2:17]3)=[O:15])[N:10]([CH:11]([CH3:13])[CH3:12])[C:4]=2[CH:3]=1.C1(P(C2C=CC=CC=2)C2C3OC4C(=CC=CC=4P(C4C=CC=CC=4)C4C=CC=CC=4)C(C)(C)C=3C=CC=2)C=CC=CC=1.[CH3:65][O:66][CH:67]1[CH2:72][CH2:71][N:70]([C:73]2[N:78]=[C:77]([NH2:79])[CH:76]=[CH:75][N:74]=2)[CH2:69][CH2:68]1.C(=O)([O-])[O-].[Cs+].[Cs+]. The catalyst is O1CCOCC1. The product is [CH:11]([N:10]1[C:4]2[CH:3]=[C:2]([NH:79][C:77]3[CH:76]=[CH:75][N:74]=[C:73]([N:70]4[CH2:69][CH2:68][CH:67]([O:66][CH3:65])[CH2:72][CH2:71]4)[N:78]=3)[N:7]=[CH:6][C:5]=2[N:8]=[C:9]1[C:14]([N:16]1[CH2:21][CH2:20][N:19]([CH3:22])[CH2:18][CH2:17]1)=[O:15])([CH3:13])[CH3:12]. The yield is 0.0500. (2) The reactants are [CH3:1][C:2]1[CH:7]=[CH:6][CH:5]=[CH:4][C:3]=1[C:8]1[CH:9]=[N:10][CH:11]=[N:12][CH:13]=1.[N+:14]([O-])([O-:16])=[O:15].[K+].[OH-].[Na+]. The catalyst is S(=O)(=O)(O)O. The product is [CH3:1][C:2]1[CH:7]=[CH:6][C:5]([N+:14]([O-:16])=[O:15])=[CH:4][C:3]=1[C:8]1[CH:13]=[N:12][CH:11]=[N:10][CH:9]=1. The yield is 0.613. (3) The reactants are [NH:1](C1C=CC(C(O)=O)=CC=1)N.[C:12]1([CH2:18][C:19]([C:21]2[CH:26]=[CH:25][CH:24]=[CH:23][CH:22]=2)=O)[CH:17]=[CH:16][CH:15]=[CH:14][CH:13]=1.S(=O)(=O)(O)O.Cl. The catalyst is O. The product is [C:21]1([C:19]2[NH:1][C:13]3[C:12]([CH:18]=2)=[CH:17][CH:16]=[CH:15][CH:14]=3)[CH:22]=[CH:23][CH:24]=[CH:25][CH:26]=1. The yield is 0.750. (4) The reactants are Cl[C:2]1[N:3]=[C:4]([OH:12])[C:5]2[CH:11]=[CH:10][N:9]=[CH:8][C:6]=2[N:7]=1.[C:13]1([N:19]2[C:27]3[C:22](=[CH:23][C:24]([OH:28])=[CH:25][CH:26]=3)[CH2:21][CH2:20]2)[CH:18]=[CH:17][CH:16]=[CH:15][CH:14]=1. No catalyst specified. The product is [C:13]1([N:19]2[C:27]3[C:22](=[CH:23][C:24]([O:28][C:2]4[N:3]=[C:4]([OH:12])[C:5]5[CH:11]=[CH:10][N:9]=[CH:8][C:6]=5[N:7]=4)=[CH:25][CH:26]=3)[CH2:21][CH2:20]2)[CH:18]=[CH:17][CH:16]=[CH:15][CH:14]=1. The yield is 0.160. (5) The reactants are [Cl:1][C:2]1[N:7]=[C:6]([NH:8][C@H:9]2[CH2:14][CH2:13][CH2:12][CH:11]([OH:15])[CH2:10]2)[C:5]([F:16])=[CH:4][N:3]=1.CC(OI1(OC(C)=O)(OC(C)=O)OC(=O)C2C=CC=CC1=2)=O. The catalyst is C(Cl)Cl. The product is [Cl:1][C:2]1[N:7]=[C:6]([NH:8][C@H:9]2[CH2:14][CH2:13][CH2:12][C:11](=[O:15])[CH2:10]2)[C:5]([F:16])=[CH:4][N:3]=1. The yield is 0.930.